Dataset: Reaction yield outcomes from USPTO patents with 853,638 reactions. Task: Predict the reaction yield, written as a fraction of the theoretical maximum amount of product (1.0 means a 100% yield; for example, 0.34 means a 34% yield). (1) The reactants are Cl.[S:2]1[C:6]([C:7]2[C:15]3[C:11](=[CH:12][N:13](COCC[Si](C)(C)C)[N:14]=3)[CH:10]=[C:9]([C:24]3[CH:25]=[N:26][C:27]([NH2:30])=[N:28][CH:29]=3)[CH:8]=2)=[CH:5][C:4]2[CH:31]=[CH:32][CH:33]=[CH:34][C:3]1=2. The catalyst is CO. The product is [S:2]1[C:6]([C:7]2[CH:8]=[C:9]([C:24]3[CH:29]=[N:28][C:27]([NH2:30])=[N:26][CH:25]=3)[CH:10]=[C:11]3[C:15]=2[NH:14][N:13]=[CH:12]3)=[CH:5][C:4]2[CH:31]=[CH:32][CH:33]=[CH:34][C:3]1=2. The yield is 0.600. (2) The reactants are C[O:2][C:3]1[CH:4]=[C:5]([CH:14]=[CH:15][C:16]2[CH:21]=[CH:20][C:19]([O:22]C)=[CH:18][CH:17]=2)[CH:6]=[C:7]([O:12]C)[C:8]=1[CH2:9][CH2:10][CH3:11].Cl.N1C=CC=CC=1. No catalyst specified. The product is [OH:22][C:19]1[CH:20]=[CH:21][C:16]([CH:15]=[CH:14][C:5]2[CH:6]=[C:7]([OH:12])[C:8]([CH2:9][CH2:10][CH3:11])=[C:3]([OH:2])[CH:4]=2)=[CH:17][CH:18]=1. The yield is 0.300. (3) The product is [CH2:38]([S:40]([N:1]1[CH:5]=[C:4]([NH:6][C:7]2[N:8]=[CH:9][C:10]([CH2:13][CH2:14][C:15]3[CH:16]=[C:17]([CH:22]=[C:23]([O:26][CH3:27])[C:24]=3[F:25])[C:18]([NH:20][CH3:21])=[O:19])=[CH:11][N:12]=2)[CH:3]=[N:2]1)(=[O:42])=[O:41])[CH3:39]. The reactants are [NH:1]1[CH:5]=[C:4]([NH:6][C:7]2[N:12]=[CH:11][C:10]([CH2:13][CH2:14][C:15]3[CH:16]=[C:17]([CH:22]=[C:23]([O:26][CH3:27])[C:24]=3[F:25])[C:18]([NH:20][CH3:21])=[O:19])=[CH:9][N:8]=2)[CH:3]=[N:2]1.C[Si]([N-][Si](C)(C)C)(C)C.[K+].[CH2:38]([S:40](Cl)(=[O:42])=[O:41])[CH3:39]. The catalyst is C1COCC1.CN(C=O)C. The yield is 0.0780.